The task is: Predict which catalyst facilitates the given reaction.. This data is from Catalyst prediction with 721,799 reactions and 888 catalyst types from USPTO. (1) Reactant: [CH3:1][O:2][C:3]([C:5]1[C:9]([C:10]([O:12][CH3:13])=[O:11])=[C:8]([C:14]([O:16][CH3:17])=[O:15])[NH:7][N:6]=1)=[O:4].N1C=CC=N1.[H-].[Na+].[C:25](Cl)([C:38]1[CH:43]=[CH:42][CH:41]=[CH:40][CH:39]=1)([C:32]1[CH:37]=[CH:36][CH:35]=[CH:34][CH:33]=1)[C:26]1[CH:31]=[CH:30][CH:29]=[CH:28][CH:27]=1. Product: [C:25]([N:7]1[C:8]([C:14]([O:16][CH3:17])=[O:15])=[C:9]([C:10]([O:12][CH3:13])=[O:11])[C:5]([C:3]([O:2][CH3:1])=[O:4])=[N:6]1)([C:26]1[CH:31]=[CH:30][CH:29]=[CH:28][CH:27]=1)([C:38]1[CH:39]=[CH:40][CH:41]=[CH:42][CH:43]=1)[C:32]1[CH:33]=[CH:34][CH:35]=[CH:36][CH:37]=1. The catalyst class is: 9. (2) Reactant: [CH:1]([C:3]1[N:4]=[CH:5][NH:6][CH:7]=1)=[O:2].[C:8]1([CH3:18])[CH:13]=[CH:12][C:11]([S:14](Cl)(=[O:16])=[O:15])=[CH:10][CH:9]=1.C(N(CC)CC)C.CCCCCCC. Product: [S:14]([N:6]1[CH:7]=[C:3]([CH:1]=[O:2])[N:4]=[CH:5]1)([C:11]1[CH:12]=[CH:13][C:8]([CH3:18])=[CH:9][CH:10]=1)(=[O:16])=[O:15]. The catalyst class is: 395. (3) Reactant: F[P-](F)(F)(F)(F)F.CN(C(N(C)C)=[N+]1C2C(=NC=CC=2)[NH+]([O-])N1)C.[CH:25]1([C:28]([OH:30])=O)[CH2:27][CH2:26]1.C(N(C(C)C)CC)(C)C.FC(F)(F)C([O-])=O.[Cl:47][C:48]1[CH:65]=[CH:64][CH:63]=[C:62]([Cl:66])[C:49]=1[CH2:50][O:51][C:52]1[CH:53]=[CH:54][C:55]2[N:59]=[C:58]([NH3+:60])[NH:57][C:56]=2[CH:61]=1. Product: [Cl:47][C:48]1[CH:65]=[CH:64][CH:63]=[C:62]([Cl:66])[C:49]=1[CH2:50][O:51][C:52]1[CH:53]=[CH:54][C:55]2[N:59]=[C:58]([NH:60][C:28]([CH:25]3[CH2:27][CH2:26]3)=[O:30])[NH:57][C:56]=2[CH:61]=1. The catalyst class is: 9. (4) Reactant: ClCCl.[Cl:4][C:5]1[CH:10]=[CH:9][C:8]([S:11]([CH:14]([C:23]2[CH:28]=[C:27]([F:29])[CH:26]=[CH:25][C:24]=2[F:30])[C:15]2[N:20]=[CH:19][C:18]([CH2:21][NH2:22])=[CH:17][CH:16]=2)(=[O:13])=[O:12])=[CH:7][CH:6]=1.CN1CCOCC1.Cl[C:39](=[O:45])[C:40]([O:42][CH2:43][CH3:44])=[O:41]. Product: [Cl:4][C:5]1[CH:10]=[CH:9][C:8]([S:11]([CH:14]([C:23]2[CH:28]=[C:27]([F:29])[CH:26]=[CH:25][C:24]=2[F:30])[C:15]2[N:20]=[CH:19][C:18]([CH2:21][NH:22][C:39](=[O:45])[C:40]([O:42][CH2:43][CH3:44])=[O:41])=[CH:17][CH:16]=2)(=[O:13])=[O:12])=[CH:7][CH:6]=1. The catalyst class is: 805. (5) Reactant: [OH:1][CH2:2][CH2:3][C:4]1[CH:11]=[CH:10][C:7]([CH:8]=[O:9])=[CH:6][CH:5]=1.[CH2:12](O)[CH2:13][CH2:14][OH:15].C1(C)C=CC(S(O)(=O)=O)=CC=1. Product: [O:9]1[CH2:12][CH2:13][CH2:14][O:15][CH:8]1[C:7]1[CH:10]=[CH:11][C:4]([CH2:3][CH2:2][OH:1])=[CH:5][CH:6]=1. The catalyst class is: 11. (6) The catalyst class is: 56. Reactant: [F:1][C:2]1[CH:7]=[CH:6][C:5]([N+:8]([O-:10])=[O:9])=[CH:4][C:3]=1[C:11]12[CH2:18][CH:17]1[CH2:16][CH2:15][S:14][C:13]([NH2:19])=[N:12]2.C(N(CC)CC)C.[C:27](O[C:27]([O:29][C:30]([CH3:33])([CH3:32])[CH3:31])=[O:28])([O:29][C:30]([CH3:33])([CH3:32])[CH3:31])=[O:28].O. Product: [F:1][C:2]1[CH:7]=[CH:6][C:5]([N+:8]([O-:10])=[O:9])=[CH:4][C:3]=1[C:11]12[CH2:18][CH:17]1[CH2:16][CH2:15][S:14][C:13]([NH:19][C:27](=[O:28])[O:29][C:30]([CH3:33])([CH3:32])[CH3:31])=[N:12]2.